Dataset: Forward reaction prediction with 1.9M reactions from USPTO patents (1976-2016). Task: Predict the product of the given reaction. The product is: [O:1]=[C:2]([NH:22][C:23]1[CH:28]=[CH:27][C:26]([O:29][C:30]2[CH:35]=[CH:34][CH:33]=[CH:32][CH:31]=2)=[CH:25][CH:24]=1)[CH2:3][N:4]1[CH2:9][CH2:8][N:7]([C:10]([C:12]2[CH:13]=[CH:14][C:15]([C:16]([OH:18])=[O:17])=[CH:20][CH:21]=2)=[O:11])[CH2:6][CH2:5]1. Given the reactants [O:1]=[C:2]([NH:22][C:23]1[CH:28]=[CH:27][C:26]([O:29][C:30]2[CH:35]=[CH:34][CH:33]=[CH:32][CH:31]=2)=[CH:25][CH:24]=1)[CH2:3][N:4]1[CH2:9][CH2:8][N:7]([C:10]([C:12]2[CH:21]=[CH:20][C:15]([C:16]([O:18]C)=[O:17])=[CH:14][CH:13]=2)=[O:11])[CH2:6][CH2:5]1.[OH-].[Li+], predict the reaction product.